This data is from Full USPTO retrosynthesis dataset with 1.9M reactions from patents (1976-2016). The task is: Predict the reactants needed to synthesize the given product. Given the product [CH:1]([C:3]1[CH:4]=[CH:5][C:6]([O:7][CH2:8][CH2:9][C:10]2[CH:11]=[CH:12][C:13]([C:14]([NH:29][CH:30]([CH3:35])[CH3:31])=[O:16])=[CH:17][CH:18]=2)=[CH:19][CH:20]=1)=[O:2], predict the reactants needed to synthesize it. The reactants are: [CH:1]([C:3]1[CH:20]=[CH:19][C:6]([O:7][CH2:8][CH2:9][C:10]2[CH:18]=[CH:17][C:13]([C:14]([OH:16])=O)=[CH:12][CH:11]=2)=[CH:5][CH:4]=1)=[O:2].CN(C(O[N:29]1N=N[C:31]2C=CC=[CH:35][C:30]1=2)=[N+](C)C)C.[B-](F)(F)(F)F.C(N)(C)C.O.